This data is from Peptide-MHC class I binding affinity with 185,985 pairs from IEDB/IMGT. The task is: Regression. Given a peptide amino acid sequence and an MHC pseudo amino acid sequence, predict their binding affinity value. This is MHC class I binding data. (1) The peptide sequence is WSFYRVVVK. The MHC is HLA-A69:01 with pseudo-sequence HLA-A69:01. The binding affinity (normalized) is 0.0847. (2) The peptide sequence is GFRSGVPPK. The MHC is HLA-A11:01 with pseudo-sequence HLA-A11:01. The binding affinity (normalized) is 0.254. (3) The peptide sequence is EIIFLKLFKK. The MHC is HLA-A68:01 with pseudo-sequence HLA-A68:01. The binding affinity (normalized) is 0.845. (4) The peptide sequence is RPSTKNFFEL. The MHC is HLA-A68:01 with pseudo-sequence HLA-A68:01. The binding affinity (normalized) is 0. (5) The peptide sequence is APIEHIASM. The MHC is HLA-B15:09 with pseudo-sequence HLA-B15:09. The binding affinity (normalized) is 0.300. (6) The peptide sequence is AVFKDSFLGK. The MHC is HLA-A01:01 with pseudo-sequence HLA-A01:01. The binding affinity (normalized) is 0. (7) The peptide sequence is FFLRKLTSR. The MHC is HLA-A33:01 with pseudo-sequence HLA-A33:01. The binding affinity (normalized) is 0.645. (8) The binding affinity (normalized) is 0.0847. The MHC is HLA-A29:02 with pseudo-sequence HLA-A29:02. The peptide sequence is TPSHYSGNI. (9) The peptide sequence is PSSDVVAEY. The MHC is HLA-A03:01 with pseudo-sequence HLA-A03:01. The binding affinity (normalized) is 0.0901. (10) The peptide sequence is ISPRTLNAW. The MHC is HLA-B27:05 with pseudo-sequence HLA-B27:05. The binding affinity (normalized) is 0.166.